From a dataset of Forward reaction prediction with 1.9M reactions from USPTO patents (1976-2016). Predict the product of the given reaction. (1) Given the reactants [Cl:1][C:2]1[N:10]=[CH:9][CH:8]=[C:7]([C:11]2[CH:16]=[CH:15][CH:14]=[C:13]([F:17])[CH:12]=2)[C:3]=1[C:4](O)=[O:5].S(Cl)(Cl)=O, predict the reaction product. The product is: [Cl:1][C:2]1[C:3]([CH2:4][OH:5])=[C:7]([C:11]2[CH:16]=[CH:15][CH:14]=[C:13]([F:17])[CH:12]=2)[CH:8]=[CH:9][N:10]=1. (2) Given the reactants [CH2:1]([N:5]1[CH2:10][CH2:9][O:8][CH:7]([C:11]2[C:19]3[C:14](=[CH:15][C:16]([C:20]([N:22]4[CH2:27][CH2:26][N:25]([CH:28]([CH3:30])[CH3:29])[CH2:24][CH2:23]4)=[O:21])=[CH:17][CH:18]=3)[NH:13][CH:12]=2)[CH2:6]1)[CH:2](C)C.[CH3:31]OC(C1C=C2C(C(C3OCCNC3)=CN2)=CC=1)=O.IC(C)C.COC(C1C=C2C(C(C3OCCN(C(C)C)C3)=CN2)=CC=1)=O.N1(C(N)=O)CCNCC1.O[Li].O.CC(N1CCNCC1)C, predict the reaction product. The product is: [CH:1]([N:5]1[CH2:10][CH2:9][O:8][CH:7]([C:11]2[C:19]3[C:14](=[CH:15][C:16]([C:20]([N:22]4[CH2:27][CH2:26][N:25]([CH:28]([CH3:30])[CH3:29])[CH2:24][CH2:23]4)=[O:21])=[CH:17][CH:18]=3)[NH:13][CH:12]=2)[CH2:6]1)([CH3:31])[CH3:2]. (3) Given the reactants C(N[C@@H](C(O)=O)[CH2:10][C:11]1[CH:16]=[CH:15][CH:14]=[CH:13][CH:12]=1)(OC(C)(C)C)=O.[OH2:20].[NH4+:21].CN(C(ON1N=[N:37][C:32]2[CH:33]=[CH:34][CH:35]=[CH:36][C:31]1=2)=[N+](C)C)C.F[P-](F)(F)(F)(F)F.CCN(C(C)C)[CH:49]([CH3:51])[CH3:50].F[C:56](F)(F)[C:57]([OH:59])=[O:58], predict the reaction product. The product is: [C:10]([NH:21][C@H:56]([C:57]([OH:59])=[O:58])[CH2:50][C:49]1[C:31]2[C:32](=[CH:33][CH:34]=[CH:35][CH:36]=2)[NH:37][CH:51]=1)(=[O:20])[C:11]1[CH:12]=[CH:13][CH:14]=[CH:15][CH:16]=1. (4) Given the reactants [Br:1][C:2]1[CH:14]=[CH:13][C:12]2[C:11]3[C:6](=[CH:7][C:8]([Br:15])=[CH:9][CH:10]=3)[C:5](=[CH:16][C:17]([NH:19][CH2:20][CH2:21][CH2:22][CH2:23][CH2:24][C:25](O)=[O:26])=[O:18])[C:4]=2[CH:3]=1.Cl.C(N=C=NCCCN(C)C)C.O[C:41]1[C:49]2[N:48]=N[NH:46][C:45]=2[CH:44]=[CH:43][CH:42]=1.C(N(CC)CC)C.C1(N)C=CC=CC=1N, predict the reaction product. The product is: [Br:1][C:2]1[CH:14]=[CH:13][C:12]2[C:11]3[C:6](=[CH:7][C:8]([Br:15])=[CH:9][CH:10]=3)[C:5](=[CH:16][C:17]([NH:19][CH2:20][CH2:21][CH2:22][CH2:23][CH2:24][C:25]([NH:46][C:45]3[CH:44]=[CH:43][CH:42]=[CH:41][C:49]=3[NH2:48])=[O:26])=[O:18])[C:4]=2[CH:3]=1. (5) Given the reactants [CH2:1]([C:4]1[CH:9]=[C:8]([C:10]([F:13])([F:12])[F:11])[CH:7]=[CH:6][C:5]=1[OH:14])[CH:2]=[CH2:3], predict the reaction product. The product is: [CH2:1]([C:4]1[CH:9]=[C:8]([C:10]([F:12])([F:13])[F:11])[CH:7]=[CH:6][C:5]=1[OH:14])[CH2:2][CH3:3]. (6) Given the reactants [NH2:1][CH2:2][CH:3]([OH:13])[CH2:4][O:5][C:6]1[CH:11]=[CH:10][C:9]([Cl:12])=[CH:8][CH:7]=1.[O:14]=[C:15]1[C:20]2[S:21][CH:22]=[C:23]([S:24](Cl)(=[O:26])=[O:25])[C:19]=2[CH2:18][CH2:17][CH2:16]1, predict the reaction product. The product is: [Cl:12][C:9]1[CH:10]=[CH:11][C:6]([O:5][CH2:4][CH:3]([OH:13])[CH2:2][NH:1][S:24]([C:23]2[C:19]3[CH2:18][CH2:17][CH2:16][C:15](=[O:14])[C:20]=3[S:21][CH:22]=2)(=[O:25])=[O:26])=[CH:7][CH:8]=1. (7) Given the reactants [N+:1]([O-:9])([O:3][CH2:4][CH2:5][CH2:6][CH2:7][OH:8])=[O:2].[CH3:10][O:11][C:12]1[CH:22]=[N:21][C:20]2[S:19][CH2:18][CH2:17][N:16]([CH2:23][C:24]3[CH:32]=[CH:31][C:27]([C:28](O)=[O:29])=[CH:26][CH:25]=3)[CH2:15][C:14]=2[CH:13]=1, predict the reaction product. The product is: [CH3:10][O:11][C:12]1[CH:22]=[N:21][C:20]2[S:19][CH2:18][CH2:17][N:16]([CH2:23][C:24]3[CH:32]=[CH:31][C:27]([C:28]([O:8][CH2:7][CH2:6][CH2:5][CH2:4][O:3][N+:1]([O-:9])=[O:2])=[O:29])=[CH:26][CH:25]=3)[CH2:15][C:14]=2[CH:13]=1.